This data is from Reaction yield outcomes from USPTO patents with 853,638 reactions. The task is: Predict the reaction yield, written as a fraction of the theoretical maximum amount of product (1.0 means a 100% yield; for example, 0.34 means a 34% yield). (1) The reactants are CCN(C(C)C)C(C)C.C1C=CC2N(O)N=NC=2C=1.CCN=C=NCCCN(C)C.[F:31][C:32]1[CH:33]=[C:34]([N:38]2[CH:42]=[C:41]([C:43]([OH:45])=O)[N:40]=[N:39]2)[CH:35]=[CH:36][CH:37]=1.FC1C=C(C=CC=1)N.Cl.[NH2:55][CH2:56][C:57]([N:59]1[CH2:64][CH2:63][N:62]([C:65](=[O:77])[C:66]2[CH:71]=[C:70]([F:72])[CH:69]=[CH:68][C:67]=2[C:73]([F:76])([F:75])[F:74])[CH2:61][CH2:60]1)=[O:58].FC1C=CC(C(F)(F)F)=C(C=1)C(O)=O. The catalyst is CN(C=O)C.O. The product is [F:72][C:70]1[CH:69]=[CH:68][C:67]([C:73]([F:75])([F:74])[F:76])=[C:66]([CH:71]=1)[C:65]([N:62]1[CH2:63][CH2:64][N:59]([C:57](=[O:58])[CH2:56][NH:55][C:43]([C:41]2[N:40]=[N:39][N:38]([C:34]3[CH:35]=[CH:36][CH:37]=[C:32]([F:31])[CH:33]=3)[CH:42]=2)=[O:45])[CH2:60][CH2:61]1)=[O:77]. The yield is 0.728. (2) The reactants are [CH3:1][O:2][C:3]([C:5]1[C:13]([NH:14][C:15]2[CH:20]=[CH:19][C:18]([I:21])=[CH:17][CH:16]=2)=[C:12]([F:22])[C:8]2[N:9]=[CH:10][NH:11][C:7]=2[CH:6]=1)=[O:4].C1C(=O)N([Cl:30])C(=O)C1. The catalyst is CN(C=O)C. The product is [CH3:1][O:2][C:3]([C:5]1[C:13]([NH:14][C:15]2[CH:20]=[CH:19][C:18]([I:21])=[CH:17][C:16]=2[Cl:30])=[C:12]([F:22])[C:8]2[N:9]=[CH:10][NH:11][C:7]=2[CH:6]=1)=[O:4]. The yield is 0.800. (3) The reactants are [C:1]([C:4]1[N:9]=[N:8][C:7]([C:10]([O:12][CH3:13])=[O:11])=[CH:6][CH:5]=1)(=[O:3])[CH3:2].[BH4-].[Na+].C(OCC)(=O)C.O. The catalyst is CO. The product is [OH:3][CH:1]([C:4]1[N:9]=[N:8][C:7]([C:10]([O:12][CH3:13])=[O:11])=[CH:6][CH:5]=1)[CH3:2]. The yield is 0.250. (4) The reactants are [Br:1][C:2]1[N:7]=[C:6]([CH2:8]O)[CH:5]=[CH:4][CH:3]=1.C1(P(C2C=CC=CC=2)C2C=CC=CC=2)C=CC=CC=1.C(Br)(Br)(Br)[Br:30]. The catalyst is C(Cl)Cl. The product is [Br:1][C:2]1[CH:3]=[CH:4][CH:5]=[C:6]([CH2:8][Br:30])[N:7]=1. The yield is 0.510. (5) The reactants are Br[C:2]1[N:3]=[C:4]2[N:11]([CH2:12][CH2:13][N:14]3[CH2:19][CH2:18][O:17][CH2:16][CH2:15]3)[CH2:10][C:9](=[O:20])[NH:8][C:5]2=[N:6][CH:7]=1.C[Sn](C)(C)[C:23]1[CH:24]=[CH:25][C:26]([C:29]([OH:32])([CH3:31])[CH3:30])=[N:27][CH:28]=1. The catalyst is CN(C)C=O.C1C=CC(P(C2C=CC=CC=2)[C-]2C=CC=C2)=CC=1.C1C=CC(P(C2C=CC=CC=2)[C-]2C=CC=C2)=CC=1.Cl[Pd]Cl.[Fe+2]. The product is [OH:32][C:29]([C:26]1[N:27]=[CH:28][C:23]([C:2]2[N:3]=[C:4]3[N:11]([CH2:12][CH2:13][N:14]4[CH2:19][CH2:18][O:17][CH2:16][CH2:15]4)[CH2:10][C:9](=[O:20])[NH:8][C:5]3=[N:6][CH:7]=2)=[CH:24][CH:25]=1)([CH3:31])[CH3:30]. The yield is 0.260. (6) The reactants are BrC[CH2:3][CH2:4][CH2:5][C:6]([CH3:21])([C:15]1C=CC=CC=1)[CH2:7][O:8][CH:9]1[CH2:14][CH2:13][CH2:12][CH2:11][O:10]1.[Br:22]CCCC(C)(C)CO.O1C=CCCC1. The catalyst is C(Cl)Cl.O.C1(C)C=CC(S(O)(=O)=O)=CC=1. The product is [Br:22][CH2:3][CH2:4][CH2:5][C:6]([CH3:21])([CH3:15])[CH2:7][O:8][CH:9]1[CH2:14][CH2:13][CH2:12][CH2:11][O:10]1. The yield is 0.900.